Dataset: Merck oncology drug combination screen with 23,052 pairs across 39 cell lines. Task: Regression. Given two drug SMILES strings and cell line genomic features, predict the synergy score measuring deviation from expected non-interaction effect. Drug 1: O=C(O)C1(Cc2cccc(Nc3nccs3)n2)CCC(Oc2cccc(Cl)c2F)CC1. Drug 2: C#Cc1cccc(Nc2ncnc3cc(OCCOC)c(OCCOC)cc23)c1. Cell line: NCIH1650. Synergy scores: synergy=-3.40.